Dataset: Full USPTO retrosynthesis dataset with 1.9M reactions from patents (1976-2016). Task: Predict the reactants needed to synthesize the given product. (1) Given the product [CH2:16]([O:18][C:19]1[N:24]=[C:23]([N:25]2[CH2:26][CH2:27][N:28]([C:5](=[O:6])/[CH:4]=[CH:3]/[C:2]([F:9])([F:8])[F:1])[CH2:29][CH2:30]2)[CH:22]=[C:21]([CH3:31])[CH:20]=1)[CH3:17], predict the reactants needed to synthesize it. The reactants are: [F:1][C:2]([F:9])([F:8])/[CH:3]=[CH:4]/[C:5](O)=[O:6].C(Cl)(=O)C(Cl)=O.[CH2:16]([O:18][C:19]1[N:24]=[C:23]([N:25]2[CH2:30][CH2:29][NH:28][CH2:27][CH2:26]2)[CH:22]=[C:21]([CH3:31])[CH:20]=1)[CH3:17]. (2) Given the product [OH:34][CH2:33][CH2:32][O:31][C:30]1[CH:29]=[C:28]([NH:27][CH:20]([C:21]2[CH:26]=[CH:25][CH:24]=[CH:23][CH:22]=2)[C:18]([C:11]2[C:12]3[C:17](=[CH:16][CH:15]=[CH:14][CH:13]=3)[N:9]([CH3:8])[N:10]=2)=[O:19])[CH:37]=[C:36]([O:38][CH3:39])[CH:35]=1, predict the reactants needed to synthesize it. The reactants are: C(N(CC)CC)C.[CH3:8][N:9]1[C:17]2[C:12](=[CH:13][CH:14]=[CH:15][CH:16]=2)[C:11]([CH:18]=[O:19])=[N:10]1.[CH:20](=[N:27][C:28]1[CH:29]=[C:30]([CH:35]=[C:36]([O:38][CH3:39])[CH:37]=1)[O:31][CH2:32][CH2:33][OH:34])[C:21]1[CH:26]=[CH:25][CH:24]=[CH:23][CH:22]=1. (3) Given the product [CH3:5][O:8][C:32](=[O:33])[C:31]1[CH:36]=[C:27]([O:19][C:16]2[CH:17]=[CH:18][C:13]([N+:10]([O-:12])=[O:11])=[C:14]([F:20])[CH:15]=2)[CH:28]=[N:29][CH:30]=1, predict the reactants needed to synthesize it. The reactants are: NC1C=C[C:5]([OH:8])=CC=1F.[N+:10]([C:13]1[CH:18]=[CH:17][C:16]([OH:19])=[CH:15][C:14]=1[F:20])([O-:12])=[O:11].NC1C=CC(O[C:27]2[CH:28]=[N:29][CH:30]=[C:31]([CH:36]=2)[C:32](NC)=[O:33])=CC=1F.